Dataset: Catalyst prediction with 721,799 reactions and 888 catalyst types from USPTO. Task: Predict which catalyst facilitates the given reaction. (1) The catalyst class is: 3. Reactant: Br[C:2]1[CH:3]=[C:4]([CH:7]=[CH:8][C:9]=1[O:10][CH3:11])[C:5]#[N:6].[CH2:12]([Sn](CC)(CC)CC)[CH3:13].[Cl-].[Li+]. Product: [CH2:12]([C:2]1[CH:3]=[C:4]([CH:7]=[CH:8][C:9]=1[O:10][CH3:11])[C:5]#[N:6])[CH3:13]. (2) Reactant: CO[C:3](=[O:34])[C:4]1[CH:9]=[CH:8][CH:7]=[C:6]([N:10]([CH:15]2[CH2:18][N:17]([CH:19]([C:27]3[CH:32]=[CH:31][C:30]([Cl:33])=[CH:29][CH:28]=3)[C:20]3[CH:25]=[CH:24][C:23]([Cl:26])=[CH:22][CH:21]=3)[CH2:16]2)[S:11]([CH3:14])(=[O:13])=[O:12])[CH:5]=1.C[Al](C)C.[NH2:39][C:40]1[CH:45]=[CH:44][CH:43]=[CH:42][N:41]=1. Product: [Cl:26][C:23]1[CH:24]=[CH:25][C:20]([CH:19]([C:27]2[CH:32]=[CH:31][C:30]([Cl:33])=[CH:29][CH:28]=2)[N:17]2[CH2:18][CH:15]([N:10]([S:11]([CH3:14])(=[O:12])=[O:13])[C:6]3[CH:5]=[C:4]([CH:9]=[CH:8][CH:7]=3)[C:3]([NH:39][C:40]3[CH:45]=[CH:44][CH:43]=[CH:42][N:41]=3)=[O:34])[CH2:16]2)=[CH:21][CH:22]=1. The catalyst class is: 93. (3) Product: [O:28]=[C:26]1[NH:25][C:24](=[O:29])[CH:23]([CH2:22][C:21]2[CH:30]=[CH:31][C:18]([O:17][CH2:16][C:14]3[N:13]([CH3:32])[C:12]4[CH:33]=[C:8]([O:7][C:6]5[CH:5]=[C:4]([NH:3][C:44]([NH:43][CH2:37][CH2:38][CH2:39][CH2:40][CH2:41][CH3:42])=[O:45])[CH:36]=[CH:35][CH:34]=5)[CH:9]=[CH:10][C:11]=4[N:15]=3)=[CH:19][CH:20]=2)[S:27]1. Reactant: Cl.Cl.[NH2:3][C:4]1[CH:5]=[C:6]([CH:34]=[CH:35][CH:36]=1)[O:7][C:8]1[CH:9]=[CH:10][C:11]2[N:15]=[C:14]([CH2:16][O:17][C:18]3[CH:31]=[CH:30][C:21]([CH2:22][CH:23]4[S:27][C:26](=[O:28])[NH:25][C:24]4=[O:29])=[CH:20][CH:19]=3)[N:13]([CH3:32])[C:12]=2[CH:33]=1.[CH2:37]([N:43]=[C:44]=[O:45])[CH2:38][CH2:39][CH2:40][CH2:41][CH3:42].C(N(CC)CC)C. The catalyst class is: 9. (4) Reactant: [C:1]([O:5][C:6](=[O:27])[NH:7][C@H:8]([C:16](=O)[NH:17][C:18]1[CH:23]=[CH:22][C:21]([I:24])=[CH:20][C:19]=1[NH2:25])[CH2:9][C:10]1[CH:15]=[CH:14][CH:13]=[CH:12][CH:11]=1)([CH3:4])([CH3:3])[CH3:2].C(OC(=O)N[C@H](C(=O)NC1C=C(I)C=CC=1N)CC1C=CC=CC=1)(C)(C)C. Product: [C:1]([O:5][C:6](=[O:27])[NH:7][C@H:8]([C:16]1[NH:17][C:18]2[CH:23]=[CH:22][C:21]([I:24])=[CH:20][C:19]=2[N:25]=1)[CH2:9][C:10]1[CH:15]=[CH:14][CH:13]=[CH:12][CH:11]=1)([CH3:4])([CH3:3])[CH3:2]. The catalyst class is: 15. (5) Reactant: [Si]([O:18][CH2:19][CH2:20][C:21]1[N:30]=[CH:29][C:28]2[CH:27]([NH2:31])[CH2:26][CH2:25][CH2:24][C:23]=2[N:22]=1)(C(C)(C)C)(C1C=CC=CC=1)C1C=CC=CC=1.CCCC[N+](CCCC)(CCCC)CCCC.[F-].CCOC(C)=O.CCOC(C)=O.CO. Product: [NH2:31][CH:27]1[CH2:26][CH2:25][CH2:24][C:23]2[N:22]=[C:21]([CH2:20][CH2:19][OH:18])[N:30]=[CH:29][C:28]1=2. The catalyst class is: 36. (6) Reactant: [NH:1]1[CH:5]=[C:4]([C:6]2[CH:14]=[CH:13][C:9]([C:10]([OH:12])=O)=[CH:8][CH:7]=2)[N:3]=[CH:2]1.[CH2:15]1[C:23]2[C:18](=[CH:19][CH:20]=[CH:21][CH:22]=2)[CH2:17][CH:16]1[NH:24][C:25]1[N:26]=[CH:27][C:28]2[CH2:34][NH:33][CH2:32][CH2:31][C:29]=2[N:30]=1.Cl.CN(C)CCCN=C=NCC.N1C=CC(N)=CC=1. Product: [NH:1]1[CH:5]=[C:4]([C:6]2[CH:7]=[CH:8][C:9]([C:10]([N:33]3[CH2:32][CH2:31][C:29]4[N:30]=[C:25]([NH:24][CH:16]5[CH2:15][C:23]6[C:18](=[CH:19][CH:20]=[CH:21][CH:22]=6)[CH2:17]5)[N:26]=[CH:27][C:28]=4[CH2:34]3)=[O:12])=[CH:13][CH:14]=2)[N:3]=[CH:2]1. The catalyst class is: 4. (7) Product: [F:8][C:9]1[C:14]([C:15]2[CH:16]=[CH:17][C:18]([CH2:21][S:22]([CH3:23])(=[O:3])=[O:1])=[CH:19][CH:20]=2)=[CH:13][C:12]([C:24]2[N:25]=[C:26]([CH:36]([CH3:38])[CH3:37])[NH:27][C:28]=2[C:29]2[CH:34]=[CH:33][CH:32]=[C:31]([CH3:35])[N:30]=2)=[CH:11][CH:10]=1. Reactant: [OH2:1].I([O-])(=O)(=O)=[O:3].[Na+].[F:8][C:9]1[C:14]([C:15]2[CH:20]=[CH:19][C:18]([CH2:21][S:22][CH3:23])=[CH:17][CH:16]=2)=[CH:13][C:12]([C:24]2[N:25]=[C:26]([CH:36]([CH3:38])[CH3:37])[NH:27][C:28]=2[C:29]2[CH:34]=[CH:33][CH:32]=[C:31]([CH3:35])[N:30]=2)=[CH:11][CH:10]=1. The catalyst class is: 5. (8) The catalyst class is: 853. Product: [F:21][C:19]1([F:22])[O:18][C:17]2[CH:23]=[CH:24][C:14]([C:11]3([C:9]([NH:8][C:6]4[N:7]=[C:2]([C:35]5[CH:36]=[N:37][C:28]([O:27][CH3:26])=[C:29]([C:30]([O:32][CH3:33])=[O:31])[CH:34]=5)[C:3]([CH3:25])=[CH:4][CH:5]=4)=[O:10])[CH2:13][CH2:12]3)=[CH:15][C:16]=2[O:20]1. Reactant: Cl[C:2]1[N:7]=[C:6]([NH:8][C:9]([C:11]2([C:14]3[CH:24]=[CH:23][C:17]4[O:18][C:19]([F:22])([F:21])[O:20][C:16]=4[CH:15]=3)[CH2:13][CH2:12]2)=[O:10])[CH:5]=[CH:4][C:3]=1[CH3:25].[CH3:26][O:27][C:28]1[N:37]=[CH:36][C:35](B2OC(C)(C)C(C)(C)O2)=[CH:34][C:29]=1[C:30]([O:32][CH3:33])=[O:31].C(=O)([O-])[O-].[Na+].[Na+].